This data is from Forward reaction prediction with 1.9M reactions from USPTO patents (1976-2016). The task is: Predict the product of the given reaction. (1) Given the reactants [I:1][C:2]1[CH:3]=[C:4]2[C:8](=[CH:9][CH:10]=1)[NH:7][C:6](=[O:11])[C:5]2=[N:12][NH:13][C:14]([C:16]1[CH:21]=[CH:20][C:19]([NH:22][C:23](=[O:30])[CH2:24][CH2:25][C:26]([O:28]C)=[O:27])=[CH:18][CH:17]=1)=[O:15].[OH-].[Na+], predict the reaction product. The product is: [I:1][C:2]1[CH:3]=[C:4]2[C:8](=[CH:9][CH:10]=1)[NH:7][C:6](=[O:11])[C:5]2=[N:12][NH:13][C:14]([C:16]1[CH:17]=[CH:18][C:19]([NH:22][C:23](=[O:30])[CH2:24][CH2:25][C:26]([OH:28])=[O:27])=[CH:20][CH:21]=1)=[O:15]. (2) Given the reactants [NH2:1][C@@H:2]1[CH2:6][CH2:5][N:4]([C:7]2[N:15]=[C:14]3[C:10]([N:11]=[CH:12][N:13]3[C@@H:16]3[CH2:20][C@H:19]([N:21]4[N:25]=[C:24]([CH2:26][CH3:27])[CH:23]=[N:22]4)[C@@H:18]([OH:28])[C@H:17]3[OH:29])=[C:9]([NH:30][CH2:31][CH:32]([C:39]3[CH:44]=[CH:43][CH:42]=[CH:41][CH:40]=3)[C:33]3[CH:38]=[CH:37][CH:36]=[CH:35][CH:34]=3)[N:8]=2)[CH2:3]1.[ClH:45].C1(C(C2C=CC=CC=2)CNC2N=C(N3CC[C@@H](N[C:70](NCC4C=CC=CN=4)=[O:71])C3)N=C3C=2N=CN3[C@@H]2C[C@H](N3N=NC(CC)=N3)[C@@H](O)[C@H]2O)C=CC=CC=1.NCC1C=CC=CN=1.[NH2:108][CH2:109][C:110]1[CH:111]=[C:112]([OH:116])[CH:113]=[CH:114][CH:115]=1, predict the reaction product. The product is: [ClH:45].[C:33]1([CH:32]([C:39]2[CH:40]=[CH:41][CH:42]=[CH:43][CH:44]=2)[CH2:31][NH:30][C:9]2[N:8]=[C:7]([N:4]3[CH2:5][CH2:6][C@@H:2]([NH:1][C:70]([NH:108][CH2:109][C:110]4[CH:115]=[CH:114][CH:113]=[C:112]([OH:116])[CH:111]=4)=[O:71])[CH2:3]3)[N:15]=[C:14]3[C:10]=2[N:11]=[CH:12][N:13]3[C@@H:16]2[CH2:20][C@H:19]([N:21]3[N:25]=[C:24]([CH2:26][CH3:27])[CH:23]=[N:22]3)[C@@H:18]([OH:28])[C@H:17]2[OH:29])[CH:34]=[CH:35][CH:36]=[CH:37][CH:38]=1. (3) The product is: [CH:23]1([C:2]2[CH:3]=[C:4]([N+:14]([O-:16])=[O:15])[CH:5]=[C:6]3[C:10]=2[N:9]([CH2:11][CH2:12][CH3:13])[CH:8]=[CH:7]3)[CH2:25][CH2:24]1. Given the reactants Br[C:2]1[CH:3]=[C:4]([N+:14]([O-:16])=[O:15])[CH:5]=[C:6]2[C:10]=1[N:9]([CH2:11][CH2:12][CH3:13])[CH:8]=[CH:7]2.C(=O)([O-])[O-].[Cs+].[Cs+].[CH:23]1(B(O)O)[CH2:25][CH2:24]1, predict the reaction product.